From a dataset of Reaction yield outcomes from USPTO patents with 853,638 reactions. Predict the reaction yield, written as a fraction of the theoretical maximum amount of product (1.0 means a 100% yield; for example, 0.34 means a 34% yield). (1) The reactants are [CH3:1][C:2]1([CH3:20])[CH2:6][C:5]2[C:7]([CH3:19])=[C:8]([N:13]3[CH2:18][CH2:17][NH:16][CH2:15][CH2:14]3)[C:9]([CH3:12])=[C:10]([CH3:11])[C:4]=2[O:3]1.Br[C:22]1[CH:27]=[CH:26][C:25]([Cl:28])=[CH:24][CH:23]=1. No catalyst specified. The product is [Cl:28][C:25]1[CH:26]=[CH:27][C:22]([N:16]2[CH2:15][CH2:14][N:13]([C:8]3[C:9]([CH3:12])=[C:10]([CH3:11])[C:4]4[O:3][C:2]([CH3:20])([CH3:1])[CH2:6][C:5]=4[C:7]=3[CH3:19])[CH2:18][CH2:17]2)=[CH:23][CH:24]=1. The yield is 0.260. (2) The reactants are [C:1]1([S:7]([N:10]2[C:14]3=[N:15][CH:16]=[C:17]([O:19][CH3:20])[CH:18]=[C:13]3[CH:12]=[CH:11]2)(=[O:9])=[O:8])[CH:6]=[CH:5][CH:4]=[CH:3][CH:2]=1.C([N-][CH:25]([CH3:27])[CH3:26])(C)C.[Li+].C([Li])C[CH2:31][CH3:32].CCCCCC.C(NC(C)C)(C)C.[CH:47]1([CH:52]=[O:53])CCCC1. The catalyst is O1CCCC1. The product is [C:1]1([S:7]([N:10]2[C:14]3=[N:15][CH:16]=[C:17]([O:19][CH3:20])[CH:18]=[C:13]3[CH:12]=[C:11]2[CH:52]([OH:53])[CH2:47][CH:26]2[CH2:25][CH2:27][CH2:32][CH2:31]2)(=[O:8])=[O:9])[CH:6]=[CH:5][CH:4]=[CH:3][CH:2]=1. The yield is 0.680. (3) The reactants are [CH3:1][O:2][C:3]([C:5]1[C:6]([C:14]2[CH:19]=[C:18](F)[CH:17]=[CH:16][C:15]=2[O:21][CH3:22])=[CH:7][CH:8]=[C:9]([N+:11]([O-:13])=[O:12])[CH:10]=1)=[O:4].BrC1C=CC([N+]([O-])=O)=CC=1[C:26](OC)=[O:27].COC1C=CC(OC)=CC=1B(O)O. The catalyst is C1C=CC([P]([Pd]([P](C2C=CC=CC=2)(C2C=CC=CC=2)C2C=CC=CC=2)([P](C2C=CC=CC=2)(C2C=CC=CC=2)C2C=CC=CC=2)[P](C2C=CC=CC=2)(C2C=CC=CC=2)C2C=CC=CC=2)(C2C=CC=CC=2)C2C=CC=CC=2)=CC=1. The product is [CH3:22][O:21][C:15]1[CH:16]=[CH:17][C:18]([O:27][CH3:26])=[CH:19][C:14]=1[C:6]1[C:5]([C:3]([O:2][CH3:1])=[O:4])=[CH:10][C:9]([N+:11]([O-:13])=[O:12])=[CH:8][CH:7]=1. The yield is 0.690. (4) The reactants are [CH2:1]([O:3][C:4]([C:6]1[NH:10][C:9]2[S:11][CH:12]=[CH:13][C:8]=2[CH:7]=1)=[O:5])[CH3:2].[Cl:14]N1C(=O)CCC1=O. The catalyst is C(O)(=O)C.C(Cl)(Cl)Cl. The product is [CH2:1]([O:3][C:4]([C:6]1[NH:10][C:9]2[S:11][C:12]([Cl:14])=[CH:13][C:8]=2[CH:7]=1)=[O:5])[CH3:2]. The yield is 0.480. (5) The reactants are [Br:1][C:2]1[C:3]([O:12][C@H:13]2[CH2:18][CH2:17][C@H:16]([CH:19]([CH3:21])[CH3:20])[CH2:15][CH2:14]2)=[N:4][C:5]([CH3:11])=[C:6]([N+:8]([O-])=O)[CH:7]=1.[Cl-].[NH4+]. The catalyst is CCO.O.[Fe]. The product is [Br:1][C:2]1[CH:7]=[C:6]([NH2:8])[C:5]([CH3:11])=[N:4][C:3]=1[O:12][C@H:13]1[CH2:14][CH2:15][C@H:16]([CH:19]([CH3:20])[CH3:21])[CH2:17][CH2:18]1. The yield is 1.00.